From a dataset of Retrosynthesis with 50K atom-mapped reactions and 10 reaction types from USPTO. Predict the reactants needed to synthesize the given product. (1) The reactants are: CNC.O=C(O)c1cc(Br)ccc1F. Given the product CN(C)C(=O)c1cc(Br)ccc1F, predict the reactants needed to synthesize it. (2) Given the product CCCc1c(S(=O)C2CCCCC2)c2cc(Cl)ccc2[nH]c1=O, predict the reactants needed to synthesize it. The reactants are: CCCc1c(SC2CCCCC2)c2cc(Cl)ccc2[nH]c1=O.O=C(OO)c1cccc(Cl)c1. (3) Given the product CCOC(=O)c1ccc(OCCCN)cc1, predict the reactants needed to synthesize it. The reactants are: CCOC(=O)c1ccc(OCCCN2C(=O)c3ccccc3C2=O)cc1. (4) The reactants are: CC(Br)c1ccccc1.Cc1nc(C#Cc2ccnc(Cl)c2)c[nH]1. Given the product Cc1nc(C#Cc2ccnc(Cl)c2)cn1C(C)c1ccccc1, predict the reactants needed to synthesize it. (5) The reactants are: COC[C@@H](C)N[C@H]1CC[C@H](N)CC1.Clc1cc(Cl)ncn1. Given the product COC[C@@H](C)N[C@H]1CC[C@H](Nc2cc(Cl)ncn2)CC1, predict the reactants needed to synthesize it. (6) Given the product C=C(C)C(=O)NCCN, predict the reactants needed to synthesize it. The reactants are: C=C(C)C(=O)Cl.NCCN. (7) Given the product COC(=O)[C@H](CN)NC(=O)c1sc(C(=O)NCc2cccc(O)c2)cc1Cl, predict the reactants needed to synthesize it. The reactants are: COC(=O)[C@H](CNC(=O)OC(C)(C)C)NC(=O)c1sc(C(=O)NCc2cccc(O)c2)cc1Cl. (8) The reactants are: COC1(C)CCc2c(C)c(O)c(C)c(C)c2O1.ClCc1ccccc1. Given the product COC1(C)CCc2c(C)c(OCc3ccccc3)c(C)c(C)c2O1, predict the reactants needed to synthesize it. (9) Given the product O=C1CCCc2ccccc2N1Cc1cccc(N2CCNCC2)c1, predict the reactants needed to synthesize it. The reactants are: CC(C)(C)OC(=O)N1CCN(c2cccc(CN3C(=O)CCCc4ccccc43)c2)CC1. (10) Given the product N#Cc1cccnc1-c1cccnc1, predict the reactants needed to synthesize it. The reactants are: CCCC[Sn](CCCC)(CCCC)c1cccnc1.N#Cc1cccnc1Cl.